From a dataset of Forward reaction prediction with 1.9M reactions from USPTO patents (1976-2016). Predict the product of the given reaction. (1) Given the reactants F[C:2](F)(F)[C:3]([OH:5])=[O:4].[BH4-].[Na+].[CH3:10][OH:11], predict the reaction product. The product is: [OH:4][CH:3]1[O:5][C@H:2]([CH2:10][OH:11])[C@@H:3]([OH:4])[C@H:10]([OH:11])[C@H:2]1[OH:5]. (2) The product is: [N+:30]([C:33]1[CH:34]=[C:35]([CH2:39][CH:40]([C:6]2[N:7]=[CH:8][N:9]([C:11]([C:12]3[CH:13]=[CH:14][CH:15]=[CH:16][CH:17]=3)([C:18]3[CH:23]=[CH:22][CH:21]=[CH:20][CH:19]=3)[C:24]3[CH:25]=[CH:26][CH:27]=[CH:28][CH:29]=3)[CH:10]=2)[OH:41])[CH:36]=[CH:37][CH:38]=1)([O-:32])=[O:31]. Given the reactants C([Mg]Br)C.I[C:6]1[N:7]=[CH:8][N:9]([C:11]([C:24]2[CH:29]=[CH:28][CH:27]=[CH:26][CH:25]=2)([C:18]2[CH:23]=[CH:22][CH:21]=[CH:20][CH:19]=2)[C:12]2[CH:17]=[CH:16][CH:15]=[CH:14][CH:13]=2)[CH:10]=1.[N+:30]([C:33]1[CH:34]=[C:35]([CH2:39][CH:40]=[O:41])[CH:36]=[CH:37][CH:38]=1)([O-:32])=[O:31], predict the reaction product. (3) Given the reactants I[C:2]1[CH:12]=[CH:11][C:5]([C:6]([O:8][CH2:9][CH3:10])=[O:7])=[CH:4][CH:3]=1.[CH3:13][Si:14](C#C)([CH3:16])[CH3:15], predict the reaction product. The product is: [CH3:13][Si:14]([CH3:16])([CH3:15])[CH:10]=[CH:9][O:8][C:6](=[O:7])[C:5]1[CH:11]=[CH:12][CH:2]=[CH:3][CH:4]=1.